From a dataset of TCR-epitope binding with 47,182 pairs between 192 epitopes and 23,139 TCRs. Binary Classification. Given a T-cell receptor sequence (or CDR3 region) and an epitope sequence, predict whether binding occurs between them. (1) The epitope is SFHSLHLLF. The TCR CDR3 sequence is CASSLDRVHEQYF. Result: 1 (the TCR binds to the epitope). (2) The epitope is TPINLVRDL. The TCR CDR3 sequence is CASSVTPGGTEAFF. Result: 0 (the TCR does not bind to the epitope). (3) The epitope is FLRGRAYGL. Result: 1 (the TCR binds to the epitope). The TCR CDR3 sequence is CASSFTWTSGGATDTQYF.